Task: Regression/Classification. Given a drug SMILES string, predict its absorption, distribution, metabolism, or excretion properties. Task type varies by dataset: regression for continuous measurements (e.g., permeability, clearance, half-life) or binary classification for categorical outcomes (e.g., BBB penetration, CYP inhibition). For this dataset (vdss_lombardo), we predict log10(VDss) (log10 of volume of distribution in L/kg).. Dataset: Volume of distribution at steady state (VDss) regression data from Lombardo et al. (1) The molecule is C[NH+]1CCN(CCCN2c3ccccc3Sc3ccc(Cl)cc32)CC1. The log10(VDss) is 1.34. (2) The drug is CO/N=C(/C(=O)NC1C(=O)N2C(C(=O)[O-])=C(C[n+]3cccc4c3CCC4)CSC12)c1csc(N)n1. The log10(VDss) is -0.620.